Dataset: Catalyst prediction with 721,799 reactions and 888 catalyst types from USPTO. Task: Predict which catalyst facilitates the given reaction. (1) Reactant: Br[C:2]1[CH:3]=[C:4]2[CH2:10][C@:9]3([CH:15]4[CH2:16][CH2:17][N:12]([CH2:13][CH2:14]4)[CH2:11]3)[O:8][C:5]2=[N:6][CH:7]=1.[CH:18]([C:20]1[CH:25]=[CH:24][N:23]=[CH:22][CH:21]=1)=[CH2:19].C1(C)C=CC=CC=1P(C1C=CC=CC=1C)C1C=CC=CC=1C.C(N(CC)CC)C. Product: [N:23]1[CH:24]=[CH:25][C:20]([CH:18]=[CH:19][C:2]2[CH:3]=[C:4]3[CH2:10][C@:9]4([CH:15]5[CH2:16][CH2:17][N:12]([CH2:13][CH2:14]5)[CH2:11]4)[O:8][C:5]3=[N:6][CH:7]=2)=[CH:21][CH:22]=1. The catalyst class is: 524. (2) The catalyst class is: 4. Reactant: [CH2:1]([O:3][CH2:4][C:5](Cl)=O)[CH3:2].[C:8]([O:12][C:13](=[O:39])[NH:14][C:15]([CH3:38])([CH3:37])[CH2:16][NH:17][C:18]1[C:27]2[C:22](=[CH:23][CH:24]=[C:25]([O:28][CH2:29][C:30]3[CH:35]=[CH:34][CH:33]=[CH:32][CH:31]=3)[CH:26]=2)[N:21]=[CH:20][C:19]=1[NH2:36])([CH3:11])([CH3:10])[CH3:9].C(N(CC)CC)C. Product: [C:8]([O:12][C:13](=[O:39])[NH:14][C:15]([CH3:38])([CH3:37])[CH2:16][N:17]1[C:18]2[C:27]3[CH:26]=[C:25]([O:28][CH2:29][C:30]4[CH:31]=[CH:32][CH:33]=[CH:34][CH:35]=4)[CH:24]=[CH:23][C:22]=3[N:21]=[CH:20][C:19]=2[N:36]=[C:5]1[CH2:4][O:3][CH2:1][CH3:2])([CH3:11])([CH3:9])[CH3:10]. (3) Reactant: [CH3:1][C:2]1[CH:7]=[C:6]([CH3:8])[CH:5]=[CH:4][C:3]=1[CH:9]([NH:16][C:17](=[O:48])[CH2:18][C:19]1[CH:20]=[CH:21][C:22]2[O:26][C:25]([CH:27]([C:41]3[CH:46]=[CH:45][N:44]=[CH:43][CH:42]=3)[N:28]3[CH2:33][CH2:32][N:31](C(OC(C)(C)C)=O)[CH2:30][CH2:29]3)=[CH:24][C:23]=2[CH:47]=1)[C:10]1[CH:15]=[CH:14][CH:13]=[CH:12][CH:11]=1.[OH-].[Na+]. Product: [CH3:1][C:2]1[CH:7]=[C:6]([CH3:8])[CH:5]=[CH:4][C:3]=1[CH:9]([C:10]1[CH:11]=[CH:12][CH:13]=[CH:14][CH:15]=1)[NH:16][C:17](=[O:48])[CH2:18][C:19]1[CH:20]=[CH:21][C:22]2[O:26][C:25]([CH:27]([N:28]3[CH2:33][CH2:32][NH:31][CH2:30][CH2:29]3)[C:41]3[CH:46]=[CH:45][N:44]=[CH:43][CH:42]=3)=[CH:24][C:23]=2[CH:47]=1. The catalyst class is: 137.